The task is: Predict the reactants needed to synthesize the given product.. This data is from Full USPTO retrosynthesis dataset with 1.9M reactions from patents (1976-2016). Given the product [CH3:3][O:4][C:5](=[O:14])[CH2:6][C@H:7]1[CH2:12][CH2:11][C@H:10]([OH:13])[CH2:9][CH2:8]1.[CH3:3][O:4][C:5](=[O:14])[CH3:6], predict the reactants needed to synthesize it. The reactants are: CO.[CH3:3][O:4][C:5](=[O:14])[CH2:6][CH:7]1[CH2:12][CH2:11][C:10](=[O:13])[CH2:9][CH2:8]1.[BH4-].[Na+].